Dataset: Full USPTO retrosynthesis dataset with 1.9M reactions from patents (1976-2016). Task: Predict the reactants needed to synthesize the given product. (1) Given the product [Cl:12][C:11]1[C:10]([O:13][CH3:14])=[CH:9][C:5]([C:6]([O:8][CH3:23])=[O:7])=[CH:4][C:3]=1[CH2:2][O:22][C:19]1[CH:18]=[N:17][C:16]([Cl:15])=[N:21][CH:20]=1, predict the reactants needed to synthesize it. The reactants are: Br[CH2:2][C:3]1[CH:4]=[C:5]([CH:9]=[C:10]([O:13][CH3:14])[C:11]=1[Cl:12])[C:6]([O-:8])=[O:7].[Cl:15][C:16]1[N:21]=[CH:20][C:19]([OH:22])=[CH:18][N:17]=1.[C:23]([O-])([O-])=O.[K+].[K+]. (2) Given the product [CH2:1]([O:5][C:6]([N:8]1[CH2:9][CH2:10][N:11]([C:14](=[O:46])[C@@H:15]([NH2:28])[CH2:16][CH2:17][CH2:18][CH2:19][O:20][CH2:21][C:22]2[CH:23]=[CH:24][CH:25]=[CH:26][CH:27]=2)[CH2:12][CH2:13]1)=[O:7])[CH2:2][CH2:3][CH3:4], predict the reactants needed to synthesize it. The reactants are: [CH2:1]([O:5][C:6]([N:8]1[CH2:13][CH2:12][N:11]([C:14](=[O:46])[C@@H:15]([NH:28]C(OCC2C3C=CC=CC=3C3C2=CC=CC=3)=O)[CH2:16][CH2:17][CH2:18][CH2:19][O:20][CH2:21][C:22]2[CH:27]=[CH:26][CH:25]=[CH:24][CH:23]=2)[CH2:10][CH2:9]1)=[O:7])[CH2:2][CH2:3][CH3:4].N1CCOCC1. (3) Given the product [C:23]([O:22][C:20]([O:19][N:18]([CH2:8][C:7]1[CH:10]=[CH:11][C:4]([N+:1]([O-:3])=[O:2])=[CH:5][CH:6]=1)[C:17](=[O:27])[O:16][C:12]([CH3:15])([CH3:14])[CH3:13])=[O:21])([CH3:26])([CH3:25])[CH3:24], predict the reactants needed to synthesize it. The reactants are: [N+:1]([C:4]1[CH:11]=[CH:10][C:7]([CH2:8]Br)=[CH:6][CH:5]=1)([O-:3])=[O:2].[C:12]([O:16][C:17](=[O:27])[NH:18][O:19][C:20]([O:22][C:23]([CH3:26])([CH3:25])[CH3:24])=[O:21])([CH3:15])([CH3:14])[CH3:13]. (4) The reactants are: [NH3:1].[C:2](=[O:4])=[O:3].[OH2:5]. Given the product [C:2](=[O:5])([O-:4])[O-:3].[NH4+:1].[NH4+:1].[C:2](=[O:4])([O-:3])[NH2:1].[NH4+:1], predict the reactants needed to synthesize it. (5) Given the product [C:17]1([C:13]2[CH:12]=[C:11]([NH:10][C:2]3[N:7]=[C:6]([NH:10][C:11]4[CH:16]=[CH:15][CH:14]=[C:13]([C:17]5[CH:18]=[CH:19][CH:20]=[CH:21][CH:22]=5)[CH:12]=4)[CH:5]=[CH:4][N:3]=3)[CH:16]=[CH:15][CH:14]=2)[CH:18]=[CH:19][CH:20]=[CH:21][CH:22]=1, predict the reactants needed to synthesize it. The reactants are: Cl[C:2]1[N:7]=[C:6](Cl)[C:5](F)=[CH:4][N:3]=1.[NH2:10][C:11]1[CH:12]=[C:13]([C:17]2[CH:22]=[CH:21][CH:20]=[CH:19][CH:18]=2)[CH:14]=[CH:15][CH:16]=1.